From a dataset of Forward reaction prediction with 1.9M reactions from USPTO patents (1976-2016). Predict the product of the given reaction. Given the reactants [CH:1]12[NH:17][CH:5]([CH:6]([C:8]3[CH:9]=[CH:10][C:11]([N:14]([CH3:16])[CH3:15])=[N:12][CH:13]=3)[CH2:7]1)[CH2:4][CH2:3][CH2:2]2.[C:18](Cl)([O:20][CH2:21][CH:22]1[C:34]2[C:29](=[CH:30][CH:31]=[CH:32][CH:33]=2)[C:28]2[C:23]1=[CH:24][CH:25]=[CH:26][CH:27]=2)=[O:19], predict the reaction product. The product is: [CH:33]1[C:34]2[CH:22]([CH2:21][O:20][C:18]([N:17]3[CH:5]4[CH:6]([C:8]5[CH:13]=[N:12][C:11]([N:14]([CH3:15])[CH3:16])=[CH:10][CH:9]=5)[CH2:7][CH:1]3[CH2:2][CH2:3][CH2:4]4)=[O:19])[C:23]3[C:28](=[CH:27][CH:26]=[CH:25][CH:24]=3)[C:29]=2[CH:30]=[CH:31][CH:32]=1.